The task is: Predict the reaction yield, written as a fraction of the theoretical maximum amount of product (1.0 means a 100% yield; for example, 0.34 means a 34% yield).. This data is from Reaction yield outcomes from USPTO patents with 853,638 reactions. (1) The reactants are [Li]CCCC.CCCCC.[C:11]([Si:15]([CH3:27])([CH3:26])[O:16][C:17]1[CH:18]=[C:19]2[C:23](=[CH:24][CH:25]=1)[NH:22][CH:21]=[CH:20]2)([CH3:14])([CH3:13])[CH3:12].[Si:28](Cl)([C:31]([CH3:34])([CH3:33])[CH3:32])([CH3:30])[CH3:29].[Br:36]N1C(=O)CCC1=O. The catalyst is C1COCC1.C(OCC)C. The product is [Br:36][C:20]1[C:19]2[C:23](=[CH:24][CH:25]=[C:17]([O:16][Si:15]([C:11]([CH3:14])([CH3:13])[CH3:12])([CH3:27])[CH3:26])[CH:18]=2)[N:22]([Si:28]([C:31]([CH3:34])([CH3:33])[CH3:32])([CH3:30])[CH3:29])[CH:21]=1. The yield is 0.770. (2) The reactants are Cl[C:2]1[C:11]2[C:6](=[CH:7][CH:8]=[C:9]([Cl:12])[N:10]=2)[N:5]=[CH:4][C:3]=1[C:13](=[O:15])[CH3:14].[CH3:16][N:17]([CH3:27])[CH2:18][CH2:19][C:20]1[CH:26]=[CH:25][C:23]([NH2:24])=[CH:22][CH:21]=1. No catalyst specified. The product is [Cl:12][C:9]1[N:10]=[C:11]2[C:6](=[CH:7][CH:8]=1)[N:5]=[CH:4][C:3]([C:13](=[O:15])[CH3:14])=[C:2]2[NH:24][C:23]1[CH:22]=[CH:21][C:20]([CH2:19][CH2:18][N:17]([CH3:16])[CH3:27])=[CH:26][CH:25]=1. The yield is 0.600. (3) The reactants are [CH:1]1[C:14]2[C:5](=[CH:6][C:7]3[C:12]([C:13]=2[CH2:15][O:16][C:17](=[O:25])[NH:18][CH2:19][CH2:20][O:21][CH2:22][CH2:23][OH:24])=[CH:11][CH:10]=[CH:9][CH:8]=3)[CH:4]=[CH:3][CH:2]=1.[H-].[Na+].C1COCC1.[Cl:33][CH2:34][CH2:35][CH2:36][CH2:37]I. The catalyst is CCCCCCC.C(OCC)(=O)C. The product is [CH:11]1[C:12]2[C:7](=[CH:6][C:5]3[C:14]([C:13]=2[CH2:15][O:16][C:17](=[O:25])[NH:18][CH2:19][CH2:20][O:21][CH2:22][CH2:23][O:24][CH2:37][CH2:36][CH2:35][CH2:34][Cl:33])=[CH:1][CH:2]=[CH:3][CH:4]=3)[CH:8]=[CH:9][CH:10]=1. The yield is 0.320. (4) The reactants are [CH2:1]([O:4][C:5](=[O:15])[NH:6][C:7]1[CH:12]=[CH:11][C:10]([NH2:13])=[CH:9][C:8]=1[CH3:14])[CH2:2][CH3:3].[O:16]1[C:20]2[CH:21]=[CH:22][CH:23]=[CH:24][C:19]=2[CH:18]=[C:17]1[CH:25]=O. The catalyst is O1CCCC1. The product is [CH2:1]([O:4][C:5](=[O:15])[NH:6][C:7]1[CH:12]=[CH:11][C:10]([NH:13][CH2:25][C:17]2[O:16][C:20]3[CH:21]=[CH:22][CH:23]=[CH:24][C:19]=3[CH:18]=2)=[CH:9][C:8]=1[CH3:14])[CH2:2][CH3:3]. The yield is 0.430. (5) The reactants are [S:1](Cl)([CH3:4])(=[O:3])=[O:2].[F:6][C:7]1[CH:12]=[CH:11][C:10]([C@H:13]2[CH2:17][O:16][CH2:15][C@H:14]2[OH:18])=[CH:9][CH:8]=1.CCN(CC)CC. The catalyst is C(Cl)Cl.O. The product is [CH3:4][S:1]([O:18][C@@H:14]1[C@@H:13]([C:10]2[CH:11]=[CH:12][C:7]([F:6])=[CH:8][CH:9]=2)[CH2:17][O:16][CH2:15]1)(=[O:3])=[O:2]. The yield is 0.670.